The task is: Predict the reactants needed to synthesize the given product.. This data is from Full USPTO retrosynthesis dataset with 1.9M reactions from patents (1976-2016). Given the product [Br:1][CH2:2][C:3]([NH:8][CH2:7][CH2:7][NH:8][C:3](=[O:5])[CH2:2][Br:1])=[O:5], predict the reactants needed to synthesize it. The reactants are: [Br:1][CH2:2][C:3]([OH:5])=O.N=[C:7]=[NH:8].